This data is from hERG Central: cardiac toxicity at 1µM, 10µM, and general inhibition. The task is: Predict hERG channel inhibition at various concentrations. (1) The drug is Cc1ccc(S(=O)(=O)N2CCN(C(=O)CCC(=O)NCc3cccc(C(F)(F)F)c3)CC2)cc1. Results: hERG_inhib (hERG inhibition (general)): blocker. (2) The drug is COc1ccc(C2c3c(C)nn(-c4ccccc4)c3NC(=O)N2c2ccccc2)cc1. Results: hERG_inhib (hERG inhibition (general)): blocker. (3) The molecule is CCOC(=O)N1CCC(N2CCCC(CO)(Cc3cccc(OC)c3)C2)CC1. Results: hERG_inhib (hERG inhibition (general)): blocker. (4) The compound is COc1cc(OC)c2ccc(=O)oc2c1C(CCN1CCCC(C)C1)c1ccc2c(c1)OCO2. Results: hERG_inhib (hERG inhibition (general)): blocker. (5) The compound is C=CCN1CC[C@]23c4c5ccc(O)c4O[C@H]2/C(=N/NC(=O)c2ccccc2)CC[C@@]3(O)[C@H]1C5. Results: hERG_inhib (hERG inhibition (general)): blocker.